From a dataset of Forward reaction prediction with 1.9M reactions from USPTO patents (1976-2016). Predict the product of the given reaction. The product is: [Cl:1][C:2]1[CH:3]=[C:4]([O:13][C:14]2[CH:15]=[CH:16][C:17]([C:18]([NH2:19])=[O:23])=[CH:20][CH:21]=2)[CH:5]=[N:6][C:7]=1[O:8][CH2:9][CH:10]([CH3:12])[CH3:11]. Given the reactants [Cl:1][C:2]1[CH:3]=[C:4]([O:13][C:14]2[CH:21]=[CH:20][C:17]([C:18]#[N:19])=[CH:16][CH:15]=2)[CH:5]=[N:6][C:7]=1[O:8][CH2:9][CH:10]([CH3:12])[CH3:11].C(=O)([O-])[O-:23].[K+].[K+].OO, predict the reaction product.